This data is from Reaction yield outcomes from USPTO patents with 853,638 reactions. The task is: Predict the reaction yield, written as a fraction of the theoretical maximum amount of product (1.0 means a 100% yield; for example, 0.34 means a 34% yield). (1) The reactants are C[Si]([NH:5][C:6]1[CH:11]=[CH:10][C:9](Br)=[CH:8][N:7]=1)(C)C.C[Si]([C:17]#[CH:18])(C)C.C(OCC)C.[NH4+].[Cl-]. The catalyst is N1CCCCC1.[Cl-].C([N+](CCCC)(CCCC)CCCC)CCC.C1COCC1. The product is [NH2:5][C:6]1[CH:11]=[CH:10][C:9]([C:17]#[CH:18])=[CH:8][N:7]=1. The yield is 0.610. (2) The reactants are [Cl:1][C:2]1[CH:3]=[C:4]([N:9]2[CH2:14][CH2:13][NH:12][CH2:11][CH2:10]2)[CH:5]=[CH:6][C:7]=1[Cl:8].[CH3:15][C:16]([O:19][C:20](O[C:20]([O:19][C:16]([CH3:18])([CH3:17])[CH3:15])=[O:21])=[O:21])([CH3:18])[CH3:17]. The catalyst is C(Cl)Cl. The product is [C:16]([O:19][C:20]([N:12]1[CH2:13][CH2:14][N:9]([C:4]2[CH:5]=[CH:6][C:7]([Cl:8])=[C:2]([Cl:1])[CH:3]=2)[CH2:10][CH2:11]1)=[O:21])([CH3:18])([CH3:17])[CH3:15]. The yield is 1.00. (3) The reactants are CN(C(ON1N=NC2C=CC=CC1=2)=[N+](C)C)C.F[P-](F)(F)(F)(F)F.Cl.Cl.[CH3:27][C@H:28]1[C:36]2[C:35]([N:37]3[CH2:42][CH2:41][NH:40][CH2:39][CH2:38]3)=[N:34][CH:33]=[N:32][C:31]=2[C@H:30]([OH:43])[CH2:29]1.C(OC([N:51]1[CH2:55][CH2:54][C:53]([C:59]2[CH:64]=[CH:63][C:62]([Cl:65])=[CH:61][CH:60]=2)([C:56](O)=[O:57])[CH2:52]1)=O)(C)(C)C. The catalyst is C(Cl)Cl. The product is [Cl:65][C:62]1[CH:63]=[CH:64][C:59]([C:53]2([C:56]([N:40]3[CH2:39][CH2:38][N:37]([C:35]4[C:36]5[C@H:28]([CH3:27])[CH2:29][C@@H:30]([OH:43])[C:31]=5[N:32]=[CH:33][N:34]=4)[CH2:42][CH2:41]3)=[O:57])[CH2:54][CH2:55][NH:51][CH2:52]2)=[CH:60][CH:61]=1. The yield is 0.810. (4) The reactants are [ClH:1].O1CCOCC1.[F:8][C:9]1[CH:10]=[C:11]([CH:37]=[CH:38][CH:39]=1)[O:12][CH2:13][CH:14]1[CH2:19][N:18](C(OC(C)(C)C)=O)[CH2:17][CH2:16][N:15]1[C:27]([O:29][C:30]1[CH:35]=[CH:34][C:33]([Cl:36])=[CH:32][CH:31]=1)=[O:28]. The catalyst is CO. The product is [ClH:36].[ClH:1].[F:8][C:9]1[CH:10]=[C:11]([CH:37]=[CH:38][CH:39]=1)[O:12][CH2:13][CH:14]1[CH2:19][NH:18][CH2:17][CH2:16][N:15]1[C:27]([O:29][C:30]1[CH:35]=[CH:34][C:33]([Cl:36])=[CH:32][CH:31]=1)=[O:28]. The yield is 0.990. (5) The reactants are Br[CH:2]([C:7]1[CH:12]=[C:11]([Cl:13])[CH:10]=[C:9]([Cl:14])[CH:8]=1)[C:3]([F:6])([F:5])[F:4].[CH:15]([C:17]1[CH:22]=[CH:21][C:20]([N:23]2[CH:27]=[N:26][CH:25]=[N:24]2)=[CH:19][CH:18]=1)=[CH2:16].N1C=CC=CC=1C1C=CC=CN=1. The catalyst is ClC1C=CC=CC=1Cl.Cl[Cu]. The product is [Cl:14][C:9]1[CH:8]=[C:7]([CH:2]([C:3]([F:6])([F:5])[F:4])/[CH:16]=[CH:15]/[C:17]2[CH:18]=[CH:19][C:20]([N:23]3[CH:27]=[N:26][CH:25]=[N:24]3)=[CH:21][CH:22]=2)[CH:12]=[C:11]([Cl:13])[CH:10]=1. The yield is 0.320.